Dataset: Acute oral toxicity (LD50) regression data from Zhu et al.. Task: Regression/Classification. Given a drug SMILES string, predict its toxicity properties. Task type varies by dataset: regression for continuous values (e.g., LD50, hERG inhibition percentage) or binary classification for toxic/non-toxic outcomes (e.g., AMES mutagenicity, cardiotoxicity, hepatotoxicity). Dataset: ld50_zhu. (1) The drug is COC(CN1CCN(CCC(O)c2ccccc2)CC1)c1ccccc1. The rat oral LD50 is 2.74, given as -log10 of the dose in mol/kg body weight (higher means more acutely toxic). (2) The compound is CC(C)(C)N1CCC(c2ccccc2)(c2ccccc2)CC1. The rat oral LD50 is 3.25, given as -log10 of the dose in mol/kg body weight (higher means more acutely toxic). (3) The drug is C=COCCOC. The rat oral LD50 is 1.42, given as -log10 of the dose in mol/kg body weight (higher means more acutely toxic). (4) The drug is CCOP(=S)(OCC)SCn1nnc2ccccc2c1=O. The rat oral LD50 is 4.69, given as -log10 of the dose in mol/kg body weight (higher means more acutely toxic). (5) The compound is CN(C)C1c2ccccc2NC(=O)c2ccccc21. The rat oral LD50 is 2.10, given as -log10 of the dose in mol/kg body weight (higher means more acutely toxic). (6) The compound is CC1CCC(C(C)C)C(=O)C1. The rat oral LD50 is 2.49, given as -log10 of the dose in mol/kg body weight (higher means more acutely toxic).